Dataset: Catalyst prediction with 721,799 reactions and 888 catalyst types from USPTO. Task: Predict which catalyst facilitates the given reaction. Reactant: [H-].[Na+].[OH:3][C:4]1[CH:9]=[CH:8][C:7]([C:10]([C:13]2[CH:18]=[CH:17][C:16]([OH:19])=[CH:15][CH:14]=2)([CH3:12])[CH3:11])=[CH:6][CH:5]=1.CC1C=CC(S(O[CH2:31][C@H:32]2[O:34][CH2:33]2)(=O)=O)=CC=1. Product: [O:34]1[CH2:33][C@H:32]1[CH2:31][O:3][C:4]1[CH:5]=[CH:6][C:7]([C:10]([C:13]2[CH:14]=[CH:15][C:16]([OH:19])=[CH:17][CH:18]=2)([CH3:12])[CH3:11])=[CH:8][CH:9]=1. The catalyst class is: 9.